This data is from Peptide-MHC class II binding affinity with 134,281 pairs from IEDB. The task is: Regression. Given a peptide amino acid sequence and an MHC pseudo amino acid sequence, predict their binding affinity value. This is MHC class II binding data. The peptide sequence is EKDIEIIPIQEEEY. The MHC is HLA-DPA10301-DPB10402 with pseudo-sequence HLA-DPA10301-DPB10402. The binding affinity (normalized) is 0.403.